From a dataset of Catalyst prediction with 721,799 reactions and 888 catalyst types from USPTO. Predict which catalyst facilitates the given reaction. (1) Product: [Br:1][C:2]1[CH:3]=[CH:4][C:5]([N:10]2[CH2:13][CH:12]([OH:14])[CH2:11]2)=[N:6][CH:7]=1. Reactant: [Br:1][C:2]1[CH:3]=[CH:4][C:5](F)=[N:6][CH:7]=1.Cl.[NH:10]1[CH2:13][CH:12]([OH:14])[CH2:11]1.N12CCCN=C1CCCCC2. The catalyst class is: 6. (2) Reactant: [NH2:1][C:2]1[CH:3]=[C:4]([CH2:12][OH:13])[CH:5]=[C:6]([O:9][CH2:10][CH3:11])[C:7]=1[I:8]. Product: [NH2:1][C:2]1[C:7]([I:8])=[C:6]([O:9][CH2:10][CH3:11])[CH:5]=[C:4]([CH:3]=1)[CH:12]=[O:13]. The catalyst class is: 704. (3) Reactant: C(O[C:6](=[O:28])[NH:7][C@@H:8]([CH2:21][C:22]1[CH:27]=[CH:26][CH:25]=[CH:24][CH:23]=1)[CH:9]([C:11](=[O:20])[NH:12][CH2:13][C:14]1[CH:19]=[CH:18][CH:17]=[CH:16][CH:15]=1)[OH:10])(C)(C)C.C(O)(C(F)(F)F)=O.[CH3:36][C@@H:37]1[NH:56][C:55](=[O:57])[CH2:54][CH2:53][C:52]2=[CH:58][C:48](=[CH:49][CH:50]=[CH:51]2)[C:47]2=[CH:59][C:43](=[CH:44][CH:45]=[CH:46]2)[CH2:42][CH2:41][C@@H:40](C(O)=O)[NH:39][C:38]1=[O:63].CN(C(ON1N=NC2C=CC=NC1=2)=[N+](C)C)C.F[P-](F)(F)(F)(F)F.C(N(CC)C(C)C)(C)C. Product: [CH2:21]([C@H:8]([NH:7][C:6]([C@H:40]1[NH:39][C:38](=[O:63])[C@H:37]([CH3:36])[NH:56][C:55](=[O:57])[CH2:54][CH2:53][C:52]2=[CH:58][C:48](=[CH:49][CH:50]=[CH:51]2)[C:47]2=[CH:59][C:43](=[CH:44][CH:45]=[CH:46]2)[CH2:42][CH2:41]1)=[O:28])[CH:9]([C:11](=[O:20])[NH:12][CH2:13][C:14]1[CH:15]=[CH:16][CH:17]=[CH:18][CH:19]=1)[OH:10])[C:22]1[CH:23]=[CH:24][CH:25]=[CH:26][CH:27]=1. The catalyst class is: 139. (4) The catalyst class is: 1. Product: [F:14][C:12]([F:13])([F:15])[C:10]1[C:9](=[O:16])[NH:8][C:7](=[O:17])[N:6]([CH2:5][CH2:4][CH2:3][CH:2]=[O:1])[CH:11]=1. Reactant: [OH:1][CH2:2][CH2:3][CH2:4][CH2:5][N:6]1[CH:11]=[C:10]([C:12]([F:15])([F:14])[F:13])[C:9](=[O:16])[NH:8][C:7]1=[O:17].CC(OI1(OC(C)=O)(OC(C)=O)OC(=O)C2C=CC=CC1=2)=O.CCOCC.